This data is from Forward reaction prediction with 1.9M reactions from USPTO patents (1976-2016). The task is: Predict the product of the given reaction. Given the reactants [CH2:1]([C:5]1[CH:12]=[CH:11][C:8]([CH2:9]Br)=[CH:7][CH:6]=1)[CH2:2][CH2:3][CH3:4].[OH:13][C:14]1[CH:19]=[CH:18][C:17]([C:20]2[CH:25]=[CH:24][C:23]([CH2:26][CH2:27][CH3:28])=[CH:22][CH:21]=2)=[CH:16][CH:15]=1.C(=O)([O-])[O-].[K+].[K+].CC(C)=O, predict the reaction product. The product is: [CH2:1]([C:5]1[CH:12]=[CH:11][C:8]([CH2:9][O:13][C:14]2[CH:15]=[CH:16][C:17]([C:20]3[CH:25]=[CH:24][C:23]([CH2:26][CH2:27][CH3:28])=[CH:22][CH:21]=3)=[CH:18][CH:19]=2)=[CH:7][CH:6]=1)[CH2:2][CH2:3][CH3:4].